This data is from Microsomal clearance measurements from AstraZeneca. The task is: Regression/Classification. Given a drug SMILES string, predict its absorption, distribution, metabolism, or excretion properties. Task type varies by dataset: regression for continuous measurements (e.g., permeability, clearance, half-life) or binary classification for categorical outcomes (e.g., BBB penetration, CYP inhibition). For this dataset (clearance_microsome_az), we predict log10(clearance) (log10 of the in vitro intrinsic clearance, CLint, in uL/min per mg of human liver microsomal protein, equivalently mL/min/g; values are censored to the assay range of 3 to 150, which is 0.477 to 2.18 on this log10 scale). (1) The drug is c1csc(Cn2nnnc2CN2CCN(c3nc4ccccc4s3)CC2)c1. The log10(clearance) is 2.00. (2) The drug is CCN(C(=O)Cc1ccc(S(C)(=O)=O)cc1)C1CCN(CCC(c2ccccc2)c2ccc(C)cc2)CC1. The log10(clearance) is 1.82.